Dataset: NCI-60 drug combinations with 297,098 pairs across 59 cell lines. Task: Regression. Given two drug SMILES strings and cell line genomic features, predict the synergy score measuring deviation from expected non-interaction effect. (1) Drug 1: CC1C(C(CC(O1)OC2CC(OC(C2O)C)OC3=CC4=CC5=C(C(=O)C(C(C5)C(C(=O)C(C(C)O)O)OC)OC6CC(C(C(O6)C)O)OC7CC(C(C(O7)C)O)OC8CC(C(C(O8)C)O)(C)O)C(=C4C(=C3C)O)O)O)O. Drug 2: C1CCC(C(C1)N)N.C(=O)(C(=O)[O-])[O-].[Pt+4]. Synergy scores: CSS=24.9, Synergy_ZIP=-3.65, Synergy_Bliss=-1.56, Synergy_Loewe=-13.0, Synergy_HSA=-0.218. Cell line: A498. (2) Drug 1: C1CC(=O)NC(=O)C1N2CC3=C(C2=O)C=CC=C3N. Drug 2: C1C(C(OC1N2C=NC3=C(N=C(N=C32)Cl)N)CO)O. Cell line: UACC-257. Synergy scores: CSS=-3.93, Synergy_ZIP=0.0517, Synergy_Bliss=-2.58, Synergy_Loewe=-4.56, Synergy_HSA=-5.13. (3) Drug 1: CCCS(=O)(=O)NC1=C(C(=C(C=C1)F)C(=O)C2=CNC3=C2C=C(C=N3)C4=CC=C(C=C4)Cl)F. Drug 2: CC1=C(C(=O)C2=C(C1=O)N3CC4C(C3(C2COC(=O)N)OC)N4)N. Cell line: MCF7. Synergy scores: CSS=25.1, Synergy_ZIP=0.827, Synergy_Bliss=2.09, Synergy_Loewe=-16.7, Synergy_HSA=1.01.